This data is from Reaction yield outcomes from USPTO patents with 853,638 reactions. The task is: Predict the reaction yield, written as a fraction of the theoretical maximum amount of product (1.0 means a 100% yield; for example, 0.34 means a 34% yield). (1) The reactants are [N+:1]([C:4]1[CH:5]=[N:6][N:7]([S:9]([C:12]2[CH:18]=[CH:17][C:15]([CH3:16])=[CH:14][CH:13]=2)(=[O:11])=[O:10])[CH:8]=1)([O-])=O.[H][H]. The catalyst is [Pd].CO. The product is [S:9]([N:7]1[CH:8]=[C:4]([NH2:1])[CH:5]=[N:6]1)([C:12]1[CH:18]=[CH:17][C:15]([CH3:16])=[CH:14][CH:13]=1)(=[O:11])=[O:10]. The yield is 0.710. (2) The reactants are C(OC([N:8]1[CH2:11][CH:10]([C:12]2[C:17]([Br:18])=[CH:16][N:15]=[C:14]([Cl:19])[N:13]=2)[CH2:9]1)=O)(C)(C)C. The catalyst is Cl.CO. The product is [ClH:19].[NH:8]1[CH2:11][CH:10]([C:12]2[C:17]([Br:18])=[CH:16][N:15]=[C:14]([Cl:19])[N:13]=2)[CH2:9]1. The yield is 1.00.